This data is from TCR-epitope binding with 47,182 pairs between 192 epitopes and 23,139 TCRs. The task is: Binary Classification. Given a T-cell receptor sequence (or CDR3 region) and an epitope sequence, predict whether binding occurs between them. (1) The epitope is RTLNAWVKV. The TCR CDR3 sequence is CSVDLEANYGYTF. Result: 1 (the TCR binds to the epitope). (2) The epitope is SFHSLHLLF. The TCR CDR3 sequence is CASSDRVHTGELFF. Result: 0 (the TCR does not bind to the epitope).